Dataset: Merck oncology drug combination screen with 23,052 pairs across 39 cell lines. Task: Regression. Given two drug SMILES strings and cell line genomic features, predict the synergy score measuring deviation from expected non-interaction effect. (1) Drug 1: CN1C(=O)C=CC2(C)C3CCC4(C)C(NC(=O)OCC(F)(F)F)CCC4C3CCC12. Drug 2: CC(C)CC(NC(=O)C(Cc1ccccc1)NC(=O)c1cnccn1)B(O)O. Cell line: A2058. Synergy scores: synergy=2.20. (2) Drug 1: CS(=O)(=O)CCNCc1ccc(-c2ccc3ncnc(Nc4ccc(OCc5cccc(F)c5)c(Cl)c4)c3c2)o1. Drug 2: Cc1nc(Nc2ncc(C(=O)Nc3c(C)cccc3Cl)s2)cc(N2CCN(CCO)CC2)n1. Cell line: UACC62. Synergy scores: synergy=2.35. (3) Drug 1: O=S1(=O)NC2(CN1CC(F)(F)F)C1CCC2Cc2cc(C=CCN3CCC(C(F)(F)F)CC3)ccc2C1. Drug 2: NC1(c2ccc(-c3nc4ccn5c(=O)[nH]nc5c4cc3-c3ccccc3)cc2)CCC1. Cell line: LOVO. Synergy scores: synergy=19.9. (4) Synergy scores: synergy=15.9. Cell line: HT29. Drug 1: O=C(CCCCCCC(=O)Nc1ccccc1)NO. Drug 2: CS(=O)(=O)CCNCc1ccc(-c2ccc3ncnc(Nc4ccc(OCc5cccc(F)c5)c(Cl)c4)c3c2)o1. (5) Drug 1: CC(C)CC(NC(=O)C(Cc1ccccc1)NC(=O)c1cnccn1)B(O)O. Drug 2: COC1=C2CC(C)CC(OC)C(O)C(C)C=C(C)C(OC(N)=O)C(OC)C=CC=C(C)C(=O)NC(=CC1=O)C2=O. Cell line: UWB1289. Synergy scores: synergy=-55.6. (6) Drug 1: Cn1nnc2c(C(N)=O)ncn2c1=O. Drug 2: NC(=O)c1cccc2cn(-c3ccc(C4CCCNC4)cc3)nc12. Cell line: HT29. Synergy scores: synergy=56.7. (7) Synergy scores: synergy=-11.8. Cell line: RPMI7951. Drug 1: COc1cccc2c1C(=O)c1c(O)c3c(c(O)c1C2=O)CC(O)(C(=O)CO)CC3OC1CC(N)C(O)C(C)O1. Drug 2: CC(C)CC(NC(=O)C(Cc1ccccc1)NC(=O)c1cnccn1)B(O)O.